This data is from Reaction yield outcomes from USPTO patents with 853,638 reactions. The task is: Predict the reaction yield, written as a fraction of the theoretical maximum amount of product (1.0 means a 100% yield; for example, 0.34 means a 34% yield). The reactants are [O:1]1[CH:5]=[CH:4][CH:3]=[C:2]1[C:6]1[N:7]=[C:8]([NH:21][C:22](=[O:28])[O:23][C:24]([CH3:27])([CH3:26])[CH3:25])[S:9][C:10]=1[CH:11]([OH:20])[C:12]1[CH:17]=[CH:16][C:15]([O:18][CH3:19])=[CH:14][N:13]=1.CO. The product is [O:1]1[CH:5]=[CH:4][CH:3]=[C:2]1[C:6]1[N:7]=[C:8]([NH:21][C:22](=[O:28])[O:23][C:24]([CH3:26])([CH3:25])[CH3:27])[S:9][C:10]=1[C:11]([C:12]1[CH:17]=[CH:16][C:15]([O:18][CH3:19])=[CH:14][N:13]=1)=[O:20]. The yield is 0.910. The catalyst is ClCCl.